The task is: Predict the product of the given reaction.. This data is from Forward reaction prediction with 1.9M reactions from USPTO patents (1976-2016). (1) Given the reactants [CH2:1]([CH:3]1[C:16]2[C:11](=[CH:12][CH:13]=[C:14]([F:17])[CH:15]=2)[C:10]2[CH:9]=[C:8]([C:18]3[CH:23]=[CH:22][CH:21]=[CH:20][CH:19]=3)[CH:7]=[CH:6][C:5]=2[N:4]1[S:24]([C:27]1[CH:32]=[CH:31][C:30]([O:33]C)=[CH:29][CH:28]=1)(=[O:26])=[O:25])[CH3:2].C1CCCCC=1.B(Br)(Br)Br.ClCCl, predict the reaction product. The product is: [CH2:1]([CH:3]1[C:16]2[C:11](=[CH:12][CH:13]=[C:14]([F:17])[CH:15]=2)[C:10]2[CH:9]=[C:8]([C:18]3[CH:23]=[CH:22][CH:21]=[CH:20][CH:19]=3)[CH:7]=[CH:6][C:5]=2[N:4]1[S:24]([C:27]1[CH:28]=[CH:29][C:30]([OH:33])=[CH:31][CH:32]=1)(=[O:26])=[O:25])[CH3:2]. (2) Given the reactants [O:1]1[C:10]2[C:5](=[CH:6][CH:7]=[CH:8][CH:9]=2)[C@H:4]([NH:11][C:12]([C@@H:14]2[CH2:19][N:18]3[CH2:20][CH2:21][CH2:22][C@@H:17]3[CH2:16][N:15]2C(OC(C)(C)C)=O)=[O:13])[CH2:3][CH2:2]1.C(OCC)(=O)C.Cl.CO.O, predict the reaction product. The product is: [O:1]1[C:10]2[C:5](=[CH:6][CH:7]=[CH:8][CH:9]=2)[C@H:4]([NH:11][C:12]([C@@H:14]2[CH2:19][N:18]3[CH2:20][CH2:21][CH2:22][C@@H:17]3[CH2:16][NH:15]2)=[O:13])[CH2:3][CH2:2]1. (3) Given the reactants [CH:1]([C:4]1[C:8]2[CH:9]=[CH:10][CH:11]=[CH:12][C:7]=2[O:6][C:5]=1[CH2:13][NH:14][CH3:15])([CH3:3])[CH3:2].Cl.C[C:18]1(C)[O:23][C:22]2[CH:24]=[C:25]([CH:28]=[CH:29][C:30]([OH:32])=O)[CH:26]=[N:27][C:21]=2[NH:20][CH2:19]1.[OH:34]N1C2C=CC=CC=2N=N1.C(N(C(C)C)CC)(C)C.CN(C)CCCN=C=NCC, predict the reaction product. The product is: [CH:1]([C:4]1[C:8]2[CH:9]=[CH:10][CH:11]=[CH:12][C:7]=2[O:6][C:5]=1[CH2:13][N:14]([CH3:15])[C:30](=[O:32])/[CH:29]=[CH:28]/[C:25]1[CH:26]=[N:27][C:21]2[NH:20][C:19](=[O:34])[CH2:18][O:23][C:22]=2[CH:24]=1)([CH3:3])[CH3:2]. (4) The product is: [CH3:20][O:21][C:22]1[CH:30]=[C:29]2[C:25]([CH:26]=[N:27][NH:28]2)=[CH:24][C:23]=1[NH:31][C:2]1[C:3]2[C:10]3[CH2:11][CH2:12][CH:13]([C:15]([O:17][CH2:18][CH3:19])=[O:16])[CH2:14][C:9]=3[S:8][C:4]=2[N:5]=[CH:6][N:7]=1. Given the reactants Cl[C:2]1[C:3]2[C:10]3[CH2:11][CH2:12][CH:13]([C:15]([O:17][CH2:18][CH3:19])=[O:16])[CH2:14][C:9]=3[S:8][C:4]=2[N:5]=[CH:6][N:7]=1.[CH3:20][O:21][C:22]1[CH:30]=[C:29]2[C:25]([CH:26]=[N:27][NH:28]2)=[CH:24][C:23]=1[NH2:31], predict the reaction product. (5) Given the reactants C(O[C:9](=[O:38])[C@@H:10]([NH:30][C:31]([O:33][C:34]([CH3:37])([CH3:36])[CH3:35])=[O:32])[CH2:11][CH2:12][C:13]1[N:17]([C:18]2[CH:23]=[CH:22][CH:21]=[CH:20][CH:19]=2)[C:16]2[CH:24]=[C:25]([Cl:29])[C:26]([Cl:28])=[CH:27][C:15]=2[N:14]=1)C1C=CC=CC=1.C(=O)([O-])[O-].[K+].[K+].CCN=C=NCCCN(C)C.Cl.[C:57]([O:76][NH2:77])([C:70]1[CH:75]=[CH:74][CH:73]=[CH:72][CH:71]=1)([C:64]1[CH:69]=[CH:68][CH:67]=[CH:66][CH:65]=1)[C:58]1[CH:63]=[CH:62][CH:61]=[CH:60][CH:59]=1, predict the reaction product. The product is: [C:34]([O:33][C:31]([NH:30][C@@H:10]([CH2:11][CH2:12][C:13]1[N:17]([C:18]2[CH:23]=[CH:22][CH:21]=[CH:20][CH:19]=2)[C:16]2[CH:24]=[C:25]([Cl:29])[C:26]([Cl:28])=[CH:27][C:15]=2[N:14]=1)[C:9]([NH:77][O:76][C:57]([C:58]1[CH:63]=[CH:62][CH:61]=[CH:60][CH:59]=1)([C:70]1[CH:71]=[CH:72][CH:73]=[CH:74][CH:75]=1)[C:64]1[CH:65]=[CH:66][CH:67]=[CH:68][CH:69]=1)=[O:38])=[O:32])([CH3:35])([CH3:36])[CH3:37]. (6) Given the reactants [Cl:1][C:2]1[CH:3]=[C:4]([C:9]2([CH3:21])[CH2:14][C:13](=[O:15])[NH:12][C:11]([N:16]=[CH:17][N:18]([CH3:20])[CH3:19])=[N:10]2)[CH:5]=[CH:6][C:7]=1[Cl:8].[C:22](=O)([O-])[O-].[K+].[K+].IC, predict the reaction product. The product is: [Cl:1][C:2]1[CH:3]=[C:4]([C:9]2([CH3:21])[CH2:14][C:13](=[O:15])[N:12]([CH3:22])[C:11]([N:16]=[CH:17][N:18]([CH3:20])[CH3:19])=[N:10]2)[CH:5]=[CH:6][C:7]=1[Cl:8]. (7) Given the reactants N1C2C=CC=C(B(O)O)C=2C=N1.FC(F)(F)S(OC1CCC(CC(OCC)=O)CC=1)(=O)=O.C([O-])([O-])=O.[K+].[K+].[K+].[Br-].[Cl:41][C:42]1[CH:48]=[CH:47][C:45]([NH2:46])=[CH:44][CH:43]=1.[NH:49]1[C:57]2[C:52](=[C:53]([CH:58]3[CH2:63][CH2:62][CH:61]([CH2:64][C:65](OCC)=[O:66])[CH2:60][CH2:59]3)[CH:54]=[CH:55][CH:56]=2)[CH:51]=[N:50]1, predict the reaction product. The product is: [NH:49]1[C:57]2[C:52](=[C:53]([CH:58]3[CH2:59][CH2:60][CH:61]([CH2:64][C:65]([NH:46][C:45]4[CH:47]=[CH:48][C:42]([Cl:41])=[CH:43][CH:44]=4)=[O:66])[CH2:62][CH2:63]3)[CH:54]=[CH:55][CH:56]=2)[CH:51]=[N:50]1. (8) The product is: [Cl:28][C:29]1[CH:30]=[CH:31][C:32]([C:35]([CH3:40])([CH3:39])[C:36]([N:49]2[CH2:50][CH2:51][C:52]3[C:57](=[CH:56][CH:55]=[CH:54][CH:53]=3)[C@H:48]2[CH2:58][OH:59])=[O:38])=[CH:33][CH:34]=1. Given the reactants F[P-](F)(F)(F)(F)F.N1(O[P+](N(C)C)(N(C)C)N(C)C)C2C=CC=CC=2N=N1.[Cl:28][C:29]1[CH:34]=[CH:33][C:32]([C:35]([CH3:40])([CH3:39])[C:36]([OH:38])=O)=[CH:31][CH:30]=1.CN1CCOCC1.[C@@H:48]1([CH2:58][OH:59])[C:57]2[C:52](=[CH:53][CH:54]=[CH:55][CH:56]=2)[CH2:51][CH2:50][NH:49]1.CN(C=O)C.C(O)(C(F)(F)F)=O, predict the reaction product. (9) Given the reactants C(O)(C(F)(F)F)=O.O.[O:9]=[C:10]1[CH:14]=[CH:13][C:12](=[O:15])[N:11]1[CH2:16][CH2:17][CH2:18][CH2:19][CH2:20][C:21](=[O:67])[NH:22][CH2:23][CH2:24][O:25][CH2:26][CH2:27][O:28][CH2:29][CH2:30][O:31][CH2:32][CH2:33][O:34][CH2:35][CH2:36][O:37][CH2:38][CH2:39][O:40][CH2:41][CH2:42][O:43][CH2:44][CH2:45][O:46][CH2:47][CH2:48][O:49][CH2:50][CH2:51][O:52][CH2:53][CH2:54][O:55][CH2:56][CH2:57][O:58][NH:59]C(=O)OC(C)(C)C, predict the reaction product. The product is: [NH2:59][O:58][CH2:57][CH2:56][O:55][CH2:54][CH2:53][O:52][CH2:51][CH2:50][O:49][CH2:48][CH2:47][O:46][CH2:45][CH2:44][O:43][CH2:42][CH2:41][O:40][CH2:39][CH2:38][O:37][CH2:36][CH2:35][O:34][CH2:33][CH2:32][O:31][CH2:30][CH2:29][O:28][CH2:27][CH2:26][O:25][CH2:24][CH2:23][NH:22][C:21](=[O:67])[CH2:20][CH2:19][CH2:18][CH2:17][CH2:16][N:11]1[C:10](=[O:9])[CH:14]=[CH:13][C:12]1=[O:15]. (10) Given the reactants [CH2:1]([NH:8][CH:9]([C:14]1[CH:19]=[CH:18][C:17](Br)=[CH:16][N:15]=1)[C:10]([F:13])([F:12])[F:11])[C:2]1[CH:7]=[CH:6][CH:5]=[CH:4][CH:3]=1.[F:21][CH:22]([F:49])[C:23]([N:25]1[C@H:29]([CH2:30][F:31])[C@@H:28]([C:32]2[CH:37]=[CH:36][C:35](B3OC(C)(C)C(C)(C)O3)=[CH:34][CH:33]=2)[O:27][C:26]1([CH3:48])[CH3:47])=[O:24].C([O-])([O-])=O.[Na+].[Na+], predict the reaction product. The product is: [CH2:1]([NH:8][CH:9]([C:14]1[N:15]=[CH:16][C:17]([C:35]2[CH:36]=[CH:37][C:32]([C@H:28]3[O:27][C:26]([CH3:48])([CH3:47])[N:25]([C:23](=[O:24])[CH:22]([F:49])[F:21])[C@H:29]3[CH2:30][F:31])=[CH:33][CH:34]=2)=[CH:18][CH:19]=1)[C:10]([F:13])([F:12])[F:11])[C:2]1[CH:7]=[CH:6][CH:5]=[CH:4][CH:3]=1.